Dataset: Forward reaction prediction with 1.9M reactions from USPTO patents (1976-2016). Task: Predict the product of the given reaction. (1) Given the reactants [C:1]1(B(O)O)[CH:6]=[CH:5][CH:4]=[CH:3][CH:2]=1.[F-].[K+].Cl[C:13]1[CH:18]=[C:17]([C:19]([O:21][CH3:22])=[O:20])[CH:16]=[C:15]([O:23][CH2:24][C:25]2[CH:30]=[CH:29][CH:28]=[CH:27][CH:26]=2)[N:14]=1, predict the reaction product. The product is: [C:1]1([C:13]2[CH:18]=[C:17]([C:19]([O:21][CH3:22])=[O:20])[CH:16]=[C:15]([O:23][CH2:24][C:25]3[CH:26]=[CH:27][CH:28]=[CH:29][CH:30]=3)[N:14]=2)[CH:6]=[CH:5][CH:4]=[CH:3][CH:2]=1. (2) Given the reactants [N+:1]([C:4]1[CH:19]=[CH:18][C:7]2[N:8]([C:11]([O:13][C:14]([CH3:17])([CH3:16])[CH3:15])=[O:12])[CH:9]=[N:10][C:6]=2[CH:5]=1)([O-:3])=[O:2].[CH3:20][CH2:21][Mg+].[Br-].C(C1C(=O)C(Cl)=C(Cl)C(=O)C=1C#N)#N, predict the reaction product. The product is: [CH2:20]([C:5]1[C:6]2[N:10]=[CH:9][N:8]([C:11]([O:13][C:14]([CH3:15])([CH3:16])[CH3:17])=[O:12])[C:7]=2[CH:18]=[CH:19][C:4]=1[N+:1]([O-:3])=[O:2])[CH3:21]. (3) Given the reactants [F:1][C:2]1[CH:9]=[C:8]([C:10]2[CH:15]=[CH:14][N:13]=[C:12]3[NH:16][C:17]([C:19]4[CH:20]=[N:21][N:22]([CH2:24][CH2:25][N:26]5[CH2:31][CH2:30][O:29][CH2:28][CH2:27]5)[CH:23]=4)=[N:18][C:11]=23)[CH:7]=[CH:6][C:3]=1[CH2:4][NH2:5].[C:32]([C:36]1[O:40][C:39]([C:41](O)=[O:42])=[N:38][N:37]=1)([CH3:35])([CH3:34])[CH3:33].C(P1(=O)OP(=O)(CCC)OP(=O)(CCC)O1)CC.CCN(C(C)C)C(C)C, predict the reaction product. The product is: [F:1][C:2]1[CH:9]=[C:8]([C:10]2[CH:15]=[CH:14][N:13]=[C:12]3[NH:16][C:17]([C:19]4[CH:20]=[N:21][N:22]([CH2:24][CH2:25][N:26]5[CH2:31][CH2:30][O:29][CH2:28][CH2:27]5)[CH:23]=4)=[N:18][C:11]=23)[CH:7]=[CH:6][C:3]=1[CH2:4][NH:5][C:41]([C:39]1[O:40][C:36]([C:32]([CH3:35])([CH3:34])[CH3:33])=[N:37][N:38]=1)=[O:42]. (4) Given the reactants [Cl:1][C:2]1[CH:7]=[C:6](Cl)[N:5]=[CH:4][N:3]=1.[C:9]1(B(O)O)[CH:14]=[CH:13][CH:12]=[CH:11][CH:10]=1.C1(P(C2CCCCC2)C2CCCCC2)CCCCC1.C(=O)([O-])[O-].[Cs+].[Cs+], predict the reaction product. The product is: [Cl:1][C:2]1[CH:7]=[C:6]([C:9]2[CH:14]=[CH:13][CH:12]=[CH:11][CH:10]=2)[N:5]=[CH:4][N:3]=1. (5) Given the reactants [F:1][CH:2]([F:8])[C:3](OCC)=[O:4].BrCBr.[Li]CCCC.[BH4-].[Na+].[N-]=[N+]=[N-].[Na+].[C:36]1(P([C:36]2[CH:41]=[CH:40][CH:39]=[CH:38][CH:37]=2)[C:36]2[CH:41]=[CH:40][CH:39]=[CH:38][CH:37]=2)[CH:41]=[CH:40][CH:39]=[CH:38][CH:37]=1.[C:42](=O)([O-])[O-:43].[K+].[K+].C(OC(O[N:59]1[C:63](=O)CC[C:60]1=[O:65])=O)C1C=CC=CC=1, predict the reaction product. The product is: [F:8][CH:2]([F:1])[CH:3]([OH:4])[CH2:63][NH:59][C:60](=[O:65])[O:43][CH2:42][C:36]1[CH:37]=[CH:38][CH:39]=[CH:40][CH:41]=1. (6) Given the reactants [OH-].[Na+].[OH:3][C:4]1[CH:13]=[CH:12][C:11]2[C:6](=[CH:7][CH:8]=[CH:9][CH:10]=2)[C:5]=1[C:14]1[C:23]2[C:18](=[CH:19][CH:20]=[CH:21][CH:22]=2)[CH:17]=[CH:16][C:15]=1[OH:24].[CH2:25](Br)[CH2:26][CH2:27][CH3:28], predict the reaction product. The product is: [CH2:25]([O:3][C:4]1[CH:13]=[CH:12][C:11]2[C:6](=[CH:7][CH:8]=[CH:9][CH:10]=2)[C:5]=1[C:14]1[C:23]2[C:18](=[CH:19][CH:20]=[CH:21][CH:22]=2)[CH:17]=[CH:16][C:15]=1[O:24][CH2:13][CH2:4][CH2:5][CH3:6])[CH2:26][CH2:27][CH3:28].